This data is from Reaction yield outcomes from USPTO patents with 853,638 reactions. The task is: Predict the reaction yield, written as a fraction of the theoretical maximum amount of product (1.0 means a 100% yield; for example, 0.34 means a 34% yield). The reactants are [CH3:1][C:2]1([CH3:10])[O:6][C@H:5]([CH2:7][CH2:8][OH:9])[CH2:4][O:3]1.O[N:12]1C(=O)C2C(=CC=CC=2)C1=O.C1(P(C2C=CC=CC=2)C2C=CC=CC=2)C=CC=CC=1.CC(OC(/N=N/C(OC(C)C)=O)=O)C.O.NN. The catalyst is C(Cl)Cl. The product is [CH3:1][C:2]1([CH3:10])[O:6][C@H:5]([CH2:7][CH2:8][O:9][NH2:12])[CH2:4][O:3]1. The yield is 0.430.